From a dataset of Reaction yield outcomes from USPTO patents with 853,638 reactions. Predict the reaction yield, written as a fraction of the theoretical maximum amount of product (1.0 means a 100% yield; for example, 0.34 means a 34% yield). (1) The reactants are [Mg].[CH2:2]([O:4][C:5](=[O:47])/[CH:6]=[CH:7]/[C:8]1[O:9][C:10]([C:13]2[CH:18]=[CH:17][C:16]([C:19]([C:24]3[CH:29]=[CH:28][C:27]([CH2:30][CH2:31][CH:32]([O:37][Si:38]([C:41]([CH3:44])([CH3:43])[CH3:42])([CH3:40])[CH3:39])[C:33]([CH3:36])([CH3:35])[CH3:34])=[C:26]([CH3:45])[CH:25]=3)([CH2:22][CH3:23])[CH2:20][CH3:21])=[CH:15][C:14]=2[CH3:46])=[CH:11][CH:12]=1)C.C(OCC)(=O)C.S(=O)(=O)(O)[O-].[K+]. The catalyst is CO.O1CCCC1. The product is [CH3:2][O:4][C:5](=[O:47])[CH2:6][CH2:7][C:8]1[O:9][C:10]([C:13]2[CH:18]=[CH:17][C:16]([C:19]([C:24]3[CH:29]=[CH:28][C:27]([CH2:30][CH2:31][CH:32]([O:37][Si:38]([C:41]([CH3:44])([CH3:43])[CH3:42])([CH3:40])[CH3:39])[C:33]([CH3:36])([CH3:35])[CH3:34])=[C:26]([CH3:45])[CH:25]=3)([CH2:22][CH3:23])[CH2:20][CH3:21])=[CH:15][C:14]=2[CH3:46])=[CH:11][CH:12]=1. The yield is 0.760. (2) The reactants are [C:1]([C:5]1[CH:10]=[CH:9][C:8]([CH:11]([NH:22][C:23]2[CH:31]=[CH:30][C:26]([C:27]([OH:29])=[O:28])=[CH:25][CH:24]=2)[C:12](=[O:21])[NH:13][C:14]2[CH:19]=[CH:18][C:17](I)=[CH:16][CH:15]=2)=[CH:7][CH:6]=1)([CH3:4])([CH3:3])[CH3:2].C(O)C.C([O-])([O-])=O.[Na+].[Na+].[O:41]1[C:45](B(O)O)=[CH:44][C:43]2[CH:49]=[CH:50][CH:51]=[CH:52][C:42]1=2. The catalyst is COCCOC.O. The product is [O:41]1[C:42]2=[CH:52][CH:51]=[CH:50][C:49]2=[CH:43][CH:44]=[C:45]1[N:13]([C:14]1[CH:15]=[CH:16][CH:17]=[CH:18][CH:19]=1)[C:12]([CH:11]([NH:22][C:23]1[CH:31]=[CH:30][C:26]([C:27]([OH:29])=[O:28])=[CH:25][CH:24]=1)[C:8]1[CH:7]=[CH:6][C:5]([C:1]([CH3:4])([CH3:2])[CH3:3])=[CH:10][CH:9]=1)=[O:21]. The yield is 1.00. (3) The reactants are C([N+](CCCC)(CCCC)CCCC)CCC.[P:18]([O:22][CH2:23][C@@H:24]1[C@@H:28]([O:29][P:30]([O:33][CH2:34][C@@H:35]2[C@@H:39]([OH:40])[C@@H:38]([OH:41])[C@H:37]([N:42]3[CH:50]=[N:49][C:48]4[C:43]3=[N:44][CH:45]=[N:46][C:47]=4[NH2:51])[O:36]2)([OH:32])=[O:31])[CH2:27][C@H:26]([N:52]2[CH:57]=[CH:56][C:55]([NH2:58])=[N:54][C:53]2=[O:59])[O:25]1)([OH:21])([OH:20])=[O:19].[N:60]([C:63]1[CH:95]=[CH:94][C:66]([CH2:67][O:68][C:69]([NH:71][CH2:72][C@@H:73]([S:91][S:92][CH3:93])[CH2:74][CH2:75][C@H:76]([NH:83][C:84]([O:86][C:87]([CH3:90])([CH3:89])[CH3:88])=[O:85])[C:77](OCC#N)=[O:78])=[O:70])=[CH:65][CH:64]=1)=[N+:61]=[N-:62]. The catalyst is C(#N)C. The product is [N:60]([C:63]1[CH:64]=[CH:65][C:66]([CH2:67][O:68][C:69]([NH:71][CH2:72][C@H:73]([S:91][S:92][CH3:93])[CH2:74][CH2:75][C@@H:76]([NH:83][C:84]([O:86][C:87]([CH3:89])([CH3:90])[CH3:88])=[O:85])[C:77]([O:40][C@H:39]2[C@@H:38]([OH:41])[C@@H:37]([N:42]3[CH:50]=[N:49][C:48]4[C:43]3=[N:44][CH:45]=[N:46][C:47]=4[NH2:51])[O:36][C@H:35]2[CH2:34][O:33][P:30]([O:29][C@H:28]2[CH2:27][C@H:26]([N:52]3[CH:57]=[CH:56][C:55]([NH2:58])=[N:54][C:53]3=[O:59])[O:25][C@@H:24]2[CH2:23][O:22][P:18]([OH:21])([OH:20])=[O:19])([OH:32])=[O:31])=[O:78])=[O:70])=[CH:94][CH:95]=1)=[N+:61]=[N-:62]. The yield is 0.160. (4) The reactants are [CH3:1][S:2][C:3]1[N:8]=[C:7](Cl)[C:6]([C:10]([O:12][CH2:13][CH3:14])=[O:11])=[CH:5][N:4]=1.[Cl:15][C:16]1[CH:17]=[C:18]([CH2:24][NH2:25])[CH:19]=[CH:20][C:21]=1[O:22][CH3:23].C(N(CC)CC)C.C(OCC)(=O)C. The catalyst is CN(C)C=O.O. The product is [CH3:1][S:2][C:3]1[N:8]=[C:7]([NH:25][CH2:24][C:18]2[CH:19]=[CH:20][C:21]([O:22][CH3:23])=[C:16]([Cl:15])[CH:17]=2)[C:6]([C:10]([O:12][CH2:13][CH3:14])=[O:11])=[CH:5][N:4]=1. The yield is 0.910. (5) The reactants are [N-:1]=[N+:2]=[N-:3].[Na+].[C:5]1([S:15]([C:18]2[C:26]3[C:21](=[CH:22][CH:23]=[C:24]([O:27][CH2:28][CH2:29][CH2:30]OS(C4C=CC(C)=CC=4)(=O)=O)[CH:25]=3)[NH:20][N:19]=2)(=[O:17])=[O:16])[C:14]2[C:9](=[CH:10][CH:11]=[CH:12][CH:13]=2)[CH:8]=[CH:7][CH:6]=1.O. The catalyst is CN(C=O)C. The product is [N:1]([CH2:30][CH2:29][CH2:28][O:27][C:24]1[CH:25]=[C:26]2[C:21](=[CH:22][CH:23]=1)[NH:20][N:19]=[C:18]2[S:15]([C:5]1[C:14]2[C:9](=[CH:10][CH:11]=[CH:12][CH:13]=2)[CH:8]=[CH:7][CH:6]=1)(=[O:16])=[O:17])=[N+:2]=[N-:3]. The yield is 0.877. (6) The reactants are FC(F)(F)C(O)=O.[CH2:8]([C:10]1[CH:15]=[CH:14][CH:13]=[CH:12][C:11]=1[N:16]1[C:20]([C:21]2[CH:26]=[CH:25][C:24](OC)=[CH:23][CH:22]=2)=[CH:19][C:18]([O:29][CH:30]2[CH2:35][CH2:34][NH:33][CH2:32][CH2:31]2)=[N:17]1)[CH3:9].CCN(CC)CC.[CH3:43][S:44](Cl)(=[O:46])=[O:45].C(Cl)[Cl:49]. No catalyst specified. The product is [Cl:49][C:24]1[CH:23]=[CH:22][C:21]([C:20]2[N:16]([C:11]3[CH:12]=[CH:13][CH:14]=[CH:15][C:10]=3[CH2:8][CH3:9])[N:17]=[C:18]([O:29][CH:30]3[CH2:31][CH2:32][N:33]([S:44]([CH3:43])(=[O:46])=[O:45])[CH2:34][CH2:35]3)[CH:19]=2)=[CH:26][CH:25]=1. The yield is 0.460.